From a dataset of Reaction yield outcomes from USPTO patents with 853,638 reactions. Predict the reaction yield, written as a fraction of the theoretical maximum amount of product (1.0 means a 100% yield; for example, 0.34 means a 34% yield). (1) The reactants are [NH2:1][C:2]1[CH:3]=[C:4]([CH:21]=[CH:22][CH:23]=1)[O:5][C:6]1[CH:7]=[CH:8][C:9]2[N:10]([CH:12]=[C:13]([NH:15][C:16]([CH:18]3[CH2:20][CH2:19]3)=[O:17])[N:14]=2)[N:11]=1.[F:24][C:25]([F:36])([F:35])[C:26]1[CH:27]=[C:28]([CH:32]=[CH:33][CH:34]=1)[C:29](O)=[O:30].Cl.CN(C)CCCN=C=NCC.ON1C2C=CC=CC=2N=N1. The catalyst is CN(C)C=O. The product is [CH:18]1([C:16]([NH:15][C:13]2[N:14]=[C:9]3[CH:8]=[CH:7][C:6]([O:5][C:4]4[CH:3]=[C:2]([NH:1][C:29](=[O:30])[C:28]5[CH:32]=[CH:33][CH:34]=[C:26]([C:25]([F:24])([F:35])[F:36])[CH:27]=5)[CH:23]=[CH:22][CH:21]=4)=[N:11][N:10]3[CH:12]=2)=[O:17])[CH2:20][CH2:19]1. The yield is 0.690. (2) The yield is 0.470. The product is [CH2:64]([O:63][C:54]1([C:56]2[CH:61]=[CH:60][CH:59]=[CH:58][C:57]=2[CH3:62])[CH2:55][N:52]([C:50](=[O:51])[CH:49]([NH:48][C:16](=[O:18])[CH2:9][CH2:10][C:11]2[NH:15][CH:14]=[N:13][CH:12]=2)[CH2:68][C:69]2[CH:74]=[CH:73][C:72]([OH:75])=[CH:71][CH:70]=2)[CH2:53]1)[CH2:65][CH2:66][CH3:67]. The catalyst is CN(C=O)C. The reactants are C(N(CC)CC)C.Cl.[CH2:9]([C:16]([OH:18])=O)[CH2:10][C:11]1[N:15]=[CH:14][NH:13][CH:12]=1.CN(C(ON1N=NC2C=CC=CC1=2)=[N+](C)C)C.[B-](F)(F)(F)F.FC(F)(F)C(O)=O.[NH2:48][CH:49]([CH2:68][C:69]1[CH:74]=[CH:73][C:72]([OH:75])=[CH:71][CH:70]=1)[C:50]([N:52]1[CH2:55][C:54]([O:63][CH2:64][CH2:65][CH2:66][CH3:67])([C:56]2[CH:61]=[CH:60][CH:59]=[CH:58][C:57]=2[CH3:62])[CH2:53]1)=[O:51].C(=O)([O-])O.[Na+]. (3) The reactants are [NH2:1][C@@H:2]([CH2:15][C@H:16]1[CH2:21][CH2:20][CH2:19][O:18][CH2:17]1)[CH2:3][N:4]([CH3:14])[C:5](=[O:13])[O:6][CH2:7][CH2:8][Si:9]([CH3:12])([CH3:11])[CH3:10].Cl[C:23]([O:25][C:26]1[CH:31]=[CH:30][C:29]([N+:32]([O-:34])=[O:33])=[CH:28][CH:27]=1)=[O:24].C([O-])(O)=O.[Na+]. The catalyst is CC#N. The product is [CH3:14][N:4]([CH2:3][C@@H:2]([NH:1][C:23](=[O:24])[O:25][C:26]1[CH:27]=[CH:28][C:29]([N+:32]([O-:34])=[O:33])=[CH:30][CH:31]=1)[CH2:15][C@H:16]1[CH2:21][CH2:20][CH2:19][O:18][CH2:17]1)[C:5]([O:6][CH2:7][CH2:8][Si:9]([CH3:12])([CH3:11])[CH3:10])=[O:13]. The yield is 1.00. (4) The reactants are [OH-].[K+].[CH3:3][O:4][C:5](=[CH:10][C:11]1[CH:16]=[CH:15][CH:14]=[C:13]([N+:17]([O-:19])=[O:18])[CH:12]=1)[C:6]([O:8]C)=[O:7]. The catalyst is O.CO. The product is [CH3:3][O:4][C:5](=[CH:10][C:11]1[CH:16]=[CH:15][CH:14]=[C:13]([N+:17]([O-:19])=[O:18])[CH:12]=1)[C:6]([OH:8])=[O:7]. The yield is 0.840. (5) The reactants are Br[C:2]1[CH:7]=[CH:6][C:5]2[C:8]3([CH2:23][O:24][C:4]=2[CH:3]=1)[C:16]1[C:11](=[CH:12][CH:13]=[CH:14][CH:15]=1)[N:10]([CH2:17][CH2:18][CH2:19][CH2:20][CH3:21])[C:9]3=[O:22].[CH3:25][S:26]([O-:28])=[O:27].[Na+].N1CCC[C@H]1C(O)=O. The catalyst is CS(C)=O.O.[Cu](I)I. The product is [CH3:25][S:26]([C:2]1[CH:7]=[CH:6][C:5]2[C:8]3([CH2:23][O:24][C:4]=2[CH:3]=1)[C:16]1[C:11](=[CH:12][CH:13]=[CH:14][CH:15]=1)[N:10]([CH2:17][CH2:18][CH2:19][CH2:20][CH3:21])[C:9]3=[O:22])(=[O:28])=[O:27]. The yield is 0.460.